Predict the reaction yield, written as a fraction of the theoretical maximum amount of product (1.0 means a 100% yield; for example, 0.34 means a 34% yield). From a dataset of Reaction yield outcomes from USPTO patents with 853,638 reactions. (1) The reactants are [OH:1][CH2:2][C:3]([C:6]1[CH:11]=[CH:10][N:9]=[C:8]([NH:12][C:13](=[O:19])[O:14][C:15]([CH3:18])([CH3:17])[CH3:16])[CH:7]=1)([CH3:5])[CH3:4].[H-].[Na+].F[C:23]1[C:32]2[C:27](=[CH:28][CH:29]=[CH:30][CH:31]=2)[C:26]([N+:33]([O-:35])=[O:34])=[CH:25][CH:24]=1.C([O-])(O)=O.[Na+]. The catalyst is CN(C=O)C.C(O)(=O)C. The product is [CH3:4][C:3]([C:6]1[CH:11]=[CH:10][N:9]=[C:8]([NH:12][C:13](=[O:19])[O:14][C:15]([CH3:18])([CH3:17])[CH3:16])[CH:7]=1)([CH3:5])[CH2:2][O:1][C:23]1[C:32]2[C:27](=[CH:28][CH:29]=[CH:30][CH:31]=2)[C:26]([N+:33]([O-:35])=[O:34])=[CH:25][CH:24]=1. The yield is 0.640. (2) The reactants are [Cl:1][C:2]1[CH:7]=[C:6]([C:8]([F:11])([F:10])[F:9])[CH:5]=[CH:4][C:3]=1/[CH:12]=[CH:13]/[N+:14]([O-])=O.[H-].[H-].[H-].[H-].[Li+].[Al+3]. The product is [Cl:1][C:2]1[CH:7]=[C:6]([C:8]([F:10])([F:11])[F:9])[CH:5]=[CH:4][C:3]=1[CH2:12][CH2:13][NH2:14]. The yield is 0.422. The catalyst is C1COCC1.